This data is from Full USPTO retrosynthesis dataset with 1.9M reactions from patents (1976-2016). The task is: Predict the reactants needed to synthesize the given product. (1) Given the product [Cl:20][C:14]1[CH:15]=[C:16]([Cl:19])[CH:17]=[CH:18][C:13]=1[C:8]1[C:9]([C:11]#[N:12])=[CH:10][C:5]2[N:6]([C:2]([N:21]3[CH2:26][CH2:25][O:24][CH2:23][CH2:22]3)=[N:3][N:4]=2)[CH:7]=1, predict the reactants needed to synthesize it. The reactants are: Cl[C:2]1[N:6]2[CH:7]=[C:8]([C:13]3[CH:18]=[CH:17][C:16]([Cl:19])=[CH:15][C:14]=3[Cl:20])[C:9]([C:11]#[N:12])=[CH:10][C:5]2=[N:4][N:3]=1.[NH:21]1[CH2:26][CH2:25][O:24][CH2:23][CH2:22]1. (2) Given the product [C:4]([C:8]1[C:12]([CH2:13][NH:3][CH2:1][CH3:2])=[CH:11][N:10]([CH2:15][C:16]([NH:18][C:19]2[S:23][C:22]3[CH2:24][CH2:25][CH2:26][CH2:27][C:21]=3[C:20]=2[C:28]([NH2:30])=[O:29])=[O:17])[N:9]=1)([CH3:7])([CH3:5])[CH3:6], predict the reactants needed to synthesize it. The reactants are: [CH2:1]([NH2:3])[CH3:2].[C:4]([C:8]1[C:12]([CH:13]=O)=[CH:11][N:10]([CH2:15][C:16]([NH:18][C:19]2[S:23][C:22]3[CH2:24][CH2:25][CH2:26][CH2:27][C:21]=3[C:20]=2[C:28]([NH2:30])=[O:29])=[O:17])[N:9]=1)([CH3:7])([CH3:6])[CH3:5].C(O)(=O)C.C(O[BH-](OC(=O)C)OC(=O)C)(=O)C.[Na+]. (3) Given the product [C:2]([OH:9])(=[O:29])[C:3]1[CH:8]=[CH:7][CH:6]=[N:5][CH:4]=1, predict the reactants needed to synthesize it. The reactants are: Cl.[C:2](Cl)(=[O:9])[C:3]1[CH:8]=[CH:7][CH:6]=[N:5][CH:4]=1.C([OH:29])CCCCCCC/C=C\CCCCCCCC.N1C=CC=CC=1. (4) The reactants are: C([N:3]([CH2:6][CH3:7])[CH2:4]C)C.C1(P(N=[N+]=[N-])(C2C=CC=CC=2)=[O:15])C=CC=CC=1.[Cl:25][C:26]1[S:30]C(C(O)=O)=C[CH:27]=1.[C:34]([OH:38])([CH3:37])([CH3:36])[CH3:35]. Given the product [Cl:25][C:26]1[S:30][C:6]([NH:3][C:4](=[O:15])[O:38][C:34]([CH3:37])([CH3:36])[CH3:35])=[CH:7][CH:27]=1, predict the reactants needed to synthesize it. (5) The reactants are: Cl[C:2]1[CH:7]=[CH:6][N:5]=[CH:4][C:3]=1[N+:8]([O-:10])=[O:9].C([O-])([O-])=O.[K+].[K+].[CH:17]1([CH2:20][OH:21])[CH2:19][CH2:18]1. Given the product [CH:17]1([CH2:20][O:21][C:2]2[CH:7]=[CH:6][N:5]=[CH:4][C:3]=2[N+:8]([O-:10])=[O:9])[CH2:19][CH2:18]1, predict the reactants needed to synthesize it. (6) Given the product [OH:8][C:9]1[C:14]([C:15]([O:17][CH3:18])=[O:16])=[CH:13][C:12]([C:19]([O:21][CH3:22])=[O:20])=[C:11]([CH3:23])[N:10]=1, predict the reactants needed to synthesize it. The reactants are: C([O:8][C:9]1[C:14]([C:15]([O:17][CH3:18])=[O:16])=[CH:13][C:12]([C:19]([O:21][CH3:22])=[O:20])=[C:11]([CH3:23])[N:10]=1)C1C=CC=CC=1.C1COCC1.[H][H].